Dataset: Forward reaction prediction with 1.9M reactions from USPTO patents (1976-2016). Task: Predict the product of the given reaction. (1) Given the reactants [CH2:1]([C:3]1[CH:4]=[C:5]([CH:27]=[CH:28][CH:29]=1)[CH2:6][CH:7]1[C:13](=[O:14])[NH:12][C:11]2[CH:15]=[CH:16][C:17]([Cl:19])=[CH:18][C:10]=2[C:9]([C:20]2[CH:25]=[CH:24][C:23]([OH:26])=[CH:22][CH:21]=2)=[N:8]1)[CH3:2].[CH2:30](C1C=C(C=CC=1)CC1C(=O)N(C)C2C=CC(Cl)=CC=2C(C2C=CC(O)=CC=2)=N1)C.C(C1C=CC(CC2C(=O)N(C)C3C=CC(Cl)=CC=3C(C3C=CC(O)=CC=3)=N2)=CC=1)C.C(C1C=CC(CC2C(=O)NC3C=CC(Cl)=CC=3C(C3C=CC(O)=CC=3)=N2)=CC=1)C, predict the reaction product. The product is: [Cl:19][C:17]1[CH:16]=[CH:15][C:11]2[N:12]([CH3:30])[C:13](=[O:14])[CH:7]([CH2:6][C:5]3[CH:4]=[CH:3][CH:1]=[CH:2][C:27]=3[CH2:28][CH3:29])[N:8]=[C:9]([C:20]3[CH:21]=[CH:22][C:23]([OH:26])=[CH:24][CH:25]=3)[C:10]=2[CH:18]=1. (2) Given the reactants Br[C:2]1[CH:3]=[CH:4][C:5]2[O:9][C:8]([CH:10]3[CH2:15][CH2:14][N:13]([C:16]([O:18][CH:19]([CH3:21])[CH3:20])=[O:17])[CH2:12][CH2:11]3)=[N:7][C:6]=2[CH:22]=1.[CH3:23][NH:24][C:25](=[O:41])[C:26]1[CH:31]=[CH:30][C:29](B2OC(C)(C)C(C)(C)O2)=[CH:28][N:27]=1, predict the reaction product. The product is: [CH3:23][NH:24][C:25]([C:26]1[N:27]=[CH:28][C:29]([C:2]2[CH:3]=[CH:4][C:5]3[O:9][C:8]([CH:10]4[CH2:15][CH2:14][N:13]([C:16]([O:18][CH:19]([CH3:21])[CH3:20])=[O:17])[CH2:12][CH2:11]4)=[N:7][C:6]=3[CH:22]=2)=[CH:30][CH:31]=1)=[O:41].